From a dataset of Acute oral toxicity (LD50) regression data from Zhu et al.. Regression/Classification. Given a drug SMILES string, predict its toxicity properties. Task type varies by dataset: regression for continuous values (e.g., LD50, hERG inhibition percentage) or binary classification for toxic/non-toxic outcomes (e.g., AMES mutagenicity, cardiotoxicity, hepatotoxicity). Dataset: ld50_zhu. The drug is Cc1cccc(C)c1NC(=O)CC12CCCN1CCC2. The rat oral LD50 is 3.03, given as -log10 of the dose in mol/kg body weight (higher means more acutely toxic).